This data is from Full USPTO retrosynthesis dataset with 1.9M reactions from patents (1976-2016). The task is: Predict the reactants needed to synthesize the given product. (1) Given the product [C:1]([C:5]1[CH:31]=[C:8]2[N:9]=[C:10]([CH3:30])[C:11]([CH:22]([CH2:27][CH2:28][CH3:29])[C:23]([OH:25])=[O:24])=[C:12]([C:13]3[CH:14]=[CH:15][C:16]4[O:20][CH2:19][CH2:18][C:17]=4[CH:21]=3)[N:7]2[N:6]=1)([CH3:3])([CH3:4])[CH3:2], predict the reactants needed to synthesize it. The reactants are: [C:1]([C:5]1[CH:31]=[C:8]2[N:9]=[C:10]([CH3:30])[C:11]([CH:22]([CH2:27][CH2:28][CH3:29])[C:23]([O:25]C)=[O:24])=[C:12]([C:13]3[CH:14]=[CH:15][C:16]4[O:20][CH2:19][CH2:18][C:17]=4[CH:21]=3)[N:7]2[N:6]=1)([CH3:4])([CH3:3])[CH3:2].[OH-].[Na+]. (2) The reactants are: [Cl:1][C:2]1[CH:14]=[C:13]([CH3:15])[C:12]2[C:11]3[C:6](=[CH:7][CH:8]=[CH:9][CH:10]=3)[C:5]([C:17]([F:20])([F:19])[F:18])([OH:16])[C:4]=2[CH:3]=1.[OH2:21].[Mn]([O-])(=O)(=O)=[O:23].[K+]. Given the product [Cl:1][C:2]1[CH:14]=[C:13]([C:15]([OH:23])=[O:21])[C:12]2[C:11]3[C:6](=[CH:7][CH:8]=[CH:9][CH:10]=3)[C:5]([OH:16])([C:17]([F:18])([F:19])[F:20])[C:4]=2[CH:3]=1, predict the reactants needed to synthesize it. (3) Given the product [CH:36]1([NH:28][CH2:27][C:26]([N:23]2[C:24]3[C:20](=[CH:19][CH:18]=[C:17]([N:11]4[C:12](=[O:16])[C:13]([CH3:15])([CH3:14])[N:9]([CH2:8][C:6]5[CH:5]=[CH:4][N:3]=[C:2]([NH:49][C:47](=[O:48])[N:46]([CH3:50])[CH3:45])[CH:7]=5)[C:10]4=[O:44])[CH:25]=3)[C:21]([CH3:42])([CH3:43])[CH2:22]2)=[O:41])[CH2:37][CH2:38][CH2:39][CH2:40]1, predict the reactants needed to synthesize it. The reactants are: Cl[C:2]1[CH:7]=[C:6]([CH2:8][N:9]2[C:13]([CH3:15])([CH3:14])[C:12](=[O:16])[N:11]([C:17]3[CH:25]=[C:24]4[C:20]([C:21]([CH3:43])([CH3:42])[CH2:22][N:23]4[C:26](=[O:41])[CH2:27][N:28]([CH:36]4[CH2:40][CH2:39][CH2:38][CH2:37]4)C(=O)OC(C)(C)C)=[CH:19][CH:18]=3)[C:10]2=[O:44])[CH:5]=[CH:4][N:3]=1.[CH3:45][N:46]([CH3:50])[C:47]([NH2:49])=[O:48].CC1(C)C2C=CC(P(C3C=CC=CC=3)C3C=CC=CC=3)=CC=2OC2C1=CC=C(P(C1C=CC=CC=1)C1C=CC=CC=1)C=2.C(=O)([O-])[O-].[Cs+].[Cs+]. (4) Given the product [CH3:24][N:25]1[CH2:30][CH2:29][N:28]([C:2]2[N:7]=[C:6]3[CH2:8][CH2:9][CH2:10][C:5]3=[C:4]([NH:11][C:12]3[CH:17]=[CH:16][C:15]([CH2:18][C:19]([O:21][CH2:22][CH3:23])=[O:20])=[CH:14][CH:13]=3)[CH:3]=2)[CH2:27][CH2:26]1, predict the reactants needed to synthesize it. The reactants are: Cl[C:2]1[N:7]=[C:6]2[CH2:8][CH2:9][CH2:10][C:5]2=[C:4]([NH:11][C:12]2[CH:17]=[CH:16][C:15]([CH2:18][C:19]([O:21][CH2:22][CH3:23])=[O:20])=[CH:14][CH:13]=2)[CH:3]=1.[CH3:24][N:25]1[CH2:30][CH2:29][NH:28][CH2:27][CH2:26]1. (5) Given the product [CH3:11][N:7]1[C:8]2[C:4](=[CH:3][C:2]([NH:1][S:24]([CH2:23][C:20]3[CH:21]=[CH:22][C:17]([CH3:16])=[CH:18][CH:19]=3)(=[O:26])=[O:25])=[CH:10][CH:9]=2)[C:5]2([CH2:13][CH2:14][CH2:15]2)[C:6]1=[O:12], predict the reactants needed to synthesize it. The reactants are: [NH2:1][C:2]1[CH:3]=[C:4]2[C:8](=[CH:9][CH:10]=1)[N:7]([CH3:11])[C:6](=[O:12])[C:5]12[CH2:15][CH2:14][CH2:13]1.[CH3:16][C:17]1[CH:22]=[CH:21][C:20]([CH2:23][S:24](Cl)(=[O:26])=[O:25])=[CH:19][CH:18]=1.N1C=CC=CC=1.CS(C)=O. (6) Given the product [C:45]([O:44][C:43](=[O:49])[NH:42][C@H:39]1[CH2:38][CH2:37][C@H:36]([NH:35][C:32]([C:20]2[C:16]3[N:17]=[CH:18][N:19]=[C:14]([C:7]4[CH:8]=[C:9]([O:12][CH3:13])[CH:10]=[CH:11][C:6]=4[O:5][CH2:4][CH:1]4[CH2:2][CH2:3]4)[C:15]=3[N:22]([CH2:23][O:24][CH2:25][CH2:26][Si:27]([CH3:28])([CH3:29])[CH3:30])[C:21]=2[CH3:31])=[O:34])[CH2:41][CH2:40]1)([CH3:48])([CH3:46])[CH3:47], predict the reactants needed to synthesize it. The reactants are: [CH:1]1([CH2:4][O:5][C:6]2[CH:11]=[CH:10][C:9]([O:12][CH3:13])=[CH:8][C:7]=2[C:14]2[C:15]3[N:22]([CH2:23][O:24][CH2:25][CH2:26][Si:27]([CH3:30])([CH3:29])[CH3:28])[C:21]([CH3:31])=[C:20]([C:32]([OH:34])=O)[C:16]=3[N:17]=[CH:18][N:19]=2)[CH2:3][CH2:2]1.[NH2:35][C@H:36]1[CH2:41][CH2:40][C@H:39]([NH:42][C:43](=[O:49])[O:44][C:45]([CH3:48])([CH3:47])[CH3:46])[CH2:38][CH2:37]1. (7) The reactants are: [NH2:1][N:2]1[N:11]=[C:10]([N:12]2[CH2:17][CH2:16][S:15][CH2:14][CH2:13]2)[C:9]2[C:4](=[CH:5][CH:6]=[CH:7][CH:8]=2)[C:3]1=[O:18].[Cl:19][C:20]1[CH:25]=[CH:24][C:23]([CH2:26][C:27](O)=[O:28])=[CH:22][CH:21]=1. Given the product [Cl:19][C:20]1[CH:25]=[CH:24][C:23]([CH2:26][C:27]([NH:1][N:2]2[N:11]=[C:10]([N:12]3[CH2:13][CH2:14][S:15][CH2:16][CH2:17]3)[C:9]3[C:4](=[CH:5][CH:6]=[CH:7][CH:8]=3)[C:3]2=[O:18])=[O:28])=[CH:22][CH:21]=1, predict the reactants needed to synthesize it.